From a dataset of Full USPTO retrosynthesis dataset with 1.9M reactions from patents (1976-2016). Predict the reactants needed to synthesize the given product. (1) Given the product [N:18]([CH2:2][C:3]1[CH:8]=[CH:7][CH:6]=[C:5]([Cl:9])[C:4]=1[C:10]([F:17])([F:16])[C:11]([O:13][CH2:14][CH3:15])=[O:12])=[N+:19]=[N-:20], predict the reactants needed to synthesize it. The reactants are: Br[CH2:2][C:3]1[CH:8]=[CH:7][CH:6]=[C:5]([Cl:9])[C:4]=1[C:10]([F:17])([F:16])[C:11]([O:13][CH2:14][CH3:15])=[O:12].[N-:18]=[N+:19]=[N-:20].[Na+]. (2) The reactants are: [H-].[Al+3].[Li+].[H-].[H-].[H-].[NH2:7][C:8]1[CH:9]=[C:10]2[C:15](=[CH:16][CH:17]=1)[NH:14][C:13](=[O:18])[CH2:12][CH2:11]2.[CH2:19]([N:26]1[C:30]2[CH:31]=[C:32]([Cl:35])[CH:33]=[CH:34][C:29]=2[N:28]=[C:27]1[C:36](OC)=[O:37])[C:20]1[CH:25]=[CH:24][CH:23]=[CH:22][CH:21]=1.[OH-].[K+]. Given the product [CH2:19]([N:26]1[C:30]2[CH:31]=[C:32]([Cl:35])[CH:33]=[CH:34][C:29]=2[N:28]=[C:27]1[C:36]([NH:7][C:8]1[CH:9]=[C:10]2[C:15](=[CH:16][CH:17]=1)[NH:14][C:13](=[O:18])[CH2:12][CH2:11]2)=[O:37])[C:20]1[CH:21]=[CH:22][CH:23]=[CH:24][CH:25]=1, predict the reactants needed to synthesize it. (3) Given the product [CH2:1]([O:3][C:4]([C:6]1[C:7]([OH:22])=[C:8]2[C:15]([C:16]3[CH:21]=[CH:20][CH:19]=[CH:18][CH:17]=3)=[N:14][S:13][C:9]2=[C:10]([C:28]2[CH:33]=[CH:32][CH:31]=[CH:30][N:29]=2)[N:11]=1)=[O:5])[CH3:2], predict the reactants needed to synthesize it. The reactants are: [CH2:1]([O:3][C:4]([C:6]1[C:7]([OH:22])=[C:8]2[C:15]([C:16]3[CH:21]=[CH:20][CH:19]=[CH:18][CH:17]=3)=[N:14][S:13][C:9]2=[C:10](Br)[N:11]=1)=[O:5])[CH3:2].C([Sn](CCCC)(CCCC)[C:28]1[CH:33]=[CH:32][CH:31]=[CH:30][N:29]=1)CCC. (4) The reactants are: [C:1]([O:5][C:6]([N:8]1[CH2:13][CH2:12][CH2:11][CH:10]([C:14]([OH:16])=O)[CH2:9]1)=[O:7])([CH3:4])([CH3:3])[CH3:2].[C:17]1([CH:23]2[CH2:28][CH2:27][CH2:26][CH2:25][NH:24]2)[CH:22]=[CH:21][CH:20]=[CH:19][CH:18]=1.CCN(C(C)C)C(C)C.CCN=C=NCCCN(C)C.C1C=CC2N(O)N=NC=2C=1. Given the product [C:1]([O:5][C:6]([N:8]1[CH2:13][CH2:12][CH2:11][CH:10]([C:14]([N:24]2[CH2:25][CH2:26][CH2:27][CH2:28][CH:23]2[C:17]2[CH:22]=[CH:21][CH:20]=[CH:19][CH:18]=2)=[O:16])[CH2:9]1)=[O:7])([CH3:2])([CH3:3])[CH3:4], predict the reactants needed to synthesize it. (5) The reactants are: [CH2:1]([S:3]([N:6]1[CH2:11][CH2:10][CH:9]([C:12]2[C:20]3[C:15](=[C:16]([C:29]([NH2:31])=[O:30])[CH:17]=[C:18]([C:21]4[CH:26]=[CH:25][CH:24]=[C:23]([CH:27]=O)[CH:22]=4)[CH:19]=3)[NH:14][CH:13]=2)[CH2:8][CH2:7]1)(=[O:5])=[O:4])[CH3:2].[CH:32]1([NH2:36])[CH2:35][CH2:34][CH2:33]1.[BH-](OC(C)=O)(OC(C)=O)OC(C)=O.[Na+]. Given the product [CH:32]1([NH:36][CH2:27][C:23]2[CH:22]=[C:21]([C:18]3[CH:19]=[C:20]4[C:15](=[C:16]([C:29]([NH2:31])=[O:30])[CH:17]=3)[NH:14][CH:13]=[C:12]4[CH:9]3[CH2:8][CH2:7][N:6]([S:3]([CH2:1][CH3:2])(=[O:4])=[O:5])[CH2:11][CH2:10]3)[CH:26]=[CH:25][CH:24]=2)[CH2:35][CH2:34][CH2:33]1, predict the reactants needed to synthesize it.